Dataset: Reaction yield outcomes from USPTO patents with 853,638 reactions. Task: Predict the reaction yield, written as a fraction of the theoretical maximum amount of product (1.0 means a 100% yield; for example, 0.34 means a 34% yield). (1) The reactants are [Cl:1][C:2]1[CH:3]=[N:4][C:5]2[C:10]([CH:11]=1)=[CH:9][C:8]([C:12](OC)=[O:13])=[CH:7][C:6]=2[I:16].[H-].C(O[Al](OC(C)(C)C)OC(C)(C)C)(C)(C)C.[Li+].CCOC(C)=O.O. The catalyst is C1COCC1. The product is [Cl:1][C:2]1[CH:3]=[N:4][C:5]2[C:10]([CH:11]=1)=[CH:9][C:8]([CH2:12][OH:13])=[CH:7][C:6]=2[I:16]. The yield is 0.690. (2) The reactants are B([O-])[O-].Br[C:5]1[CH:10]=[CH:9][C:8]([C@@H:11]2[C@@H:13]([C:14]3[CH:19]=[CH:18][CH:17]=[CH:16][CH:15]=3)[C@H:12]2[C:20]([O:22][CH3:23])=[O:21])=[CH:7][CH:6]=1.Cl[C:25]1[N:30]=[C:29]([C:31]([F:34])([F:33])[F:32])[CH:28]=[CH:27][N:26]=1. No catalyst specified. The product is [CH3:23][O:22][C:20]([C@H:12]1[C@H:11]([C:8]2[CH:9]=[CH:10][C:5]([C:25]3[N:30]=[C:29]([C:31]([F:34])([F:33])[F:32])[CH:28]=[CH:27][N:26]=3)=[CH:6][CH:7]=2)[C@H:13]1[C:14]1[CH:19]=[CH:18][CH:17]=[CH:16][CH:15]=1)=[O:21]. The yield is 0.840. (3) The reactants are [OH:1][N:2]=[C:3]([C:5]1[C:9]([NH:10][CH2:11][CH2:12][CH2:13][NH:14][S:15]([CH3:18])(=[O:17])=[O:16])=[N:8][O:7][N:6]=1)[NH2:4].[Cl:19][C:20]1[CH:21]=[C:22]([CH:24]=[CH:25][C:26]=1[F:27])N. No catalyst specified. The product is [Cl:19][C:20]1[CH:21]=[C:22]([NH:4][C:3]([C:5]2[C:9]([NH:10][CH2:11][CH2:12][CH2:13][NH:14][S:15]([CH3:18])(=[O:17])=[O:16])=[N:8][O:7][N:6]=2)=[N:2][OH:1])[CH:24]=[CH:25][C:26]=1[F:27]. The yield is 0.100. (4) The reactants are [CH3:1][C:2]1([CH3:27])[CH2:11][C:10]2[C:5](=[CH:6][CH:7]=[C:8]([C:12](O)=[O:13])[CH:9]=2)[NH:4][CH:3]1[C:15]1[CH:20]=[CH:19][C:18]([N:21]2[CH2:26][CH2:25][O:24][CH2:23][CH2:22]2)=[CH:17][CH:16]=1.[CH:28]1([S:31]([NH2:34])(=[O:33])=[O:32])[CH2:30][CH2:29]1. The catalyst is CN(C)C1C=CN=CC=1.ClCCl. The product is [CH3:1][C:2]1([CH3:27])[CH2:11][C:10]2[C:5](=[CH:6][CH:7]=[C:8]([C:12]([NH:34][S:31]([CH:28]3[CH2:30][CH2:29]3)(=[O:33])=[O:32])=[O:13])[CH:9]=2)[NH:4][CH:3]1[C:15]1[CH:16]=[CH:17][C:18]([N:21]2[CH2:26][CH2:25][O:24][CH2:23][CH2:22]2)=[CH:19][CH:20]=1. The yield is 0.270. (5) The reactants are Cl[C:2]1[CH:7]=[C:6]([Cl:8])[CH:5]=[C:4]([C:9]2[CH:14]=[CH:13][C:12]([O:15][CH:16]([CH3:18])[CH3:17])=[CH:11][CH:10]=2)[N:3]=1.C([Sn](CCCC)(CCCC)[C:24]1[N:25]=[CH:26][S:27][CH:28]=1)CCC.[F-].[Cs+].CN(C=O)C. The catalyst is [Cu]I.C1C=CC([P]([Pd]([P](C2C=CC=CC=2)(C2C=CC=CC=2)C2C=CC=CC=2)([P](C2C=CC=CC=2)(C2C=CC=CC=2)C2C=CC=CC=2)[P](C2C=CC=CC=2)(C2C=CC=CC=2)C2C=CC=CC=2)(C2C=CC=CC=2)C2C=CC=CC=2)=CC=1.CC#N.O. The product is [Cl:8][C:6]1[CH:5]=[C:4]([C:9]2[CH:14]=[CH:13][C:12]([O:15][CH:16]([CH3:18])[CH3:17])=[CH:11][CH:10]=2)[N:3]=[C:2]([C:24]2[N:25]=[CH:26][S:27][CH:28]=2)[CH:7]=1. The yield is 0.260. (6) The reactants are [NH2:1][N:2]1[C:10]2[C:5](=[C:6]([O:11]C)[CH:7]=[CH:8][CH:9]=2)[CH:4]=[CH:3]1.[N+](C1C=CC=CC=1)([O-])=O.COC1C=CC=C2C=1C=CN=N2.Br. The catalyst is Cl. The product is [OH:11][C:6]1[CH:7]=[CH:8][CH:9]=[C:10]2[C:5]=1[CH:4]=[CH:3][N:1]=[N:2]2. The yield is 0.530. (7) The reactants are C([O:3][C:4](=O)[CH2:5][C:6]([C@@H:8]1[CH2:13][CH2:12][N:11]([C:14]([O:16][CH3:17])=[O:15])[C@@H:10]([CH2:18][CH2:19][C:20]2[CH:25]=[CH:24][C:23]([F:26])=[CH:22][CH:21]=2)[CH2:9]1)=[O:7])C.[OH-].[Na+].[NH2:30]O.Cl. The catalyst is CO.O.C(Cl)Cl. The product is [F:26][C:23]1[CH:24]=[CH:25][C:20]([CH2:19][CH2:18][C@H:10]2[CH2:9][C@H:8]([C:6]3[O:7][NH:30][C:4](=[O:3])[CH:5]=3)[CH2:13][CH2:12][N:11]2[C:14]([O:16][CH3:17])=[O:15])=[CH:21][CH:22]=1. The yield is 0.820. (8) The reactants are Cl[C:2]1[N:3]=[CH:4][C:5]2[N:11]([CH3:12])[C:10](=[O:13])[C:9]3([CH2:16][CH2:15][CH2:14]3)[CH2:8][N:7]([CH:17]3[CH2:21][CH2:20][CH2:19][CH2:18]3)[C:6]=2[N:22]=1.[NH2:23][C:24]1[CH:32]=[CH:31][C:27]([C:28]([OH:30])=[O:29])=[CH:26][C:25]=1[O:33][CH3:34].C(O)(C(F)(F)F)=O. No catalyst specified. The product is [CH:17]1([N:7]2[CH2:8][C:9]3([CH2:16][CH2:15][CH2:14]3)[C:10](=[O:13])[N:11]([CH3:12])[C:5]3[CH:4]=[N:3][C:2]([NH:23][C:24]4[CH:32]=[CH:31][C:27]([C:28]([OH:30])=[O:29])=[CH:26][C:25]=4[O:33][CH3:34])=[N:22][C:6]2=3)[CH2:21][CH2:20][CH2:19][CH2:18]1. The yield is 0.750.